Dataset: Catalyst prediction with 721,799 reactions and 888 catalyst types from USPTO. Task: Predict which catalyst facilitates the given reaction. (1) The catalyst class is: 592. Reactant: CN(C)/[CH:3]=[CH:4]/[C:5]1[C:6]([N+:19]([O-])=O)=[C:7]([C:13]([N+:16]([O-])=O)=[CH:14][CH:15]=1)[C:8]([O:10][CH2:11][CH3:12])=[O:9]. Product: [NH2:16][C:13]1[C:7]([C:8]([O:10][CH2:11][CH3:12])=[O:9])=[C:6]2[C:5]([CH:4]=[CH:3][NH:19]2)=[CH:15][CH:14]=1. (2) Reactant: [CH2:1]([C@H:8]1[N:13]([C:14]([C:16]2[CH:20]=[C:19]([CH3:21])[N:18]([C:22]3[CH:27]=[CH:26][CH:25]=[C:24]([O:28][CH2:29][CH2:30][CH2:31][S:32]([CH3:35])(=[O:34])=[O:33])[CH:23]=3)[C:17]=2[C:36]2[CH:41]=[CH:40][CH:39]=[CH:38][CH:37]=2)=[O:15])[CH2:12][CH2:11][N:10](C(OC(C)(C)C)=O)[CH2:9]1)[C:2]1[CH:7]=[CH:6][CH:5]=[CH:4][CH:3]=1.C(OCC)(=O)C.Cl. Product: [CH2:1]([C@@H:8]1[CH2:9][NH:10][CH2:11][CH2:12][N:13]1[C:14]([C:16]1[CH:20]=[C:19]([CH3:21])[N:18]([C:22]2[CH:27]=[CH:26][CH:25]=[C:24]([O:28][CH2:29][CH2:30][CH2:31][S:32]([CH3:35])(=[O:34])=[O:33])[CH:23]=2)[C:17]=1[C:36]1[CH:41]=[CH:40][CH:39]=[CH:38][CH:37]=1)=[O:15])[C:2]1[CH:3]=[CH:4][CH:5]=[CH:6][CH:7]=1. The catalyst class is: 13. (3) Reactant: [CH3:1][NH:2][C@H:3]([C:11]([OH:13])=[O:12])[CH2:4][C:5]1[CH:10]=[CH:9][CH:8]=[CH:7][CH:6]=1.O1CCOCC1.[C:20]1([CH3:30])[CH:25]=[CH:24][C:23]([S:26](Cl)(=[O:28])=[O:27])=[CH:22][CH:21]=1. Product: [C:20]1([CH3:30])[CH:25]=[CH:24][C:23]([S:26]([N:2]([CH3:1])[C@H:3]([C:11]([OH:13])=[O:12])[CH2:4][C:5]2[CH:6]=[CH:7][CH:8]=[CH:9][CH:10]=2)(=[O:28])=[O:27])=[CH:22][CH:21]=1. The catalyst class is: 74.